From a dataset of Catalyst prediction with 721,799 reactions and 888 catalyst types from USPTO. Predict which catalyst facilitates the given reaction. (1) Reactant: [NH:1]1[C:5]2[CH:6]=[CH:7][C:8]([NH2:10])=[CH:9][C:4]=2[N:3]=[CH:2]1.[N:11]1[C:20]2[C:15](=[CH:16][CH:17]=[CH:18][CH:19]=2)[CH:14]=[C:13]([CH:21]=O)[CH:12]=1.C([O:25][C:26](=O)[C:27](=[O:35])[CH2:28][C:29]1[CH:34]=[CH:33][CH:32]=[CH:31][CH:30]=1)C. Product: [NH:1]1[C:5]2[CH:6]=[CH:7][C:8]([N:10]3[CH:21]([C:13]4[CH:12]=[N:11][C:20]5[C:15]([CH:14]=4)=[CH:16][CH:17]=[CH:18][CH:19]=5)[C:28]([C:29]4[CH:30]=[CH:31][CH:32]=[CH:33][CH:34]=4)=[C:27]([OH:35])[C:26]3=[O:25])=[CH:9][C:4]=2[N:3]=[CH:2]1. The catalyst class is: 8. (2) Reactant: Cl[C:2]1[C:11]([CH:12]=[O:13])=[CH:10][C:9]2[C:4](=[CH:5][C:6]([F:16])=[C:7]([O:14][CH3:15])[CH:8]=2)[N:3]=1.[CH2:17]([NH2:19])[CH3:18]. Product: [CH2:17]([NH:19][C:2]1[C:11]([CH:12]=[O:13])=[CH:10][C:9]2[C:4](=[CH:5][C:6]([F:16])=[C:7]([O:14][CH3:15])[CH:8]=2)[N:3]=1)[CH3:18]. The catalyst class is: 1. (3) Reactant: [S:1](Cl)(Cl)=[O:2].F[C:6]1[CH:14]=[CH:13][C:9]([C:10]([OH:12])=[O:11])=[CH:8][C:7]=1[CH3:15].C[S-].[Na+].[OH-:19].[Li+].[CH3:21]O. Product: [CH3:15][C:7]1[CH:8]=[C:9]([CH:13]=[CH:14][C:6]=1[S:1]([CH3:21])(=[O:2])=[O:19])[C:10]([OH:12])=[O:11]. The catalyst class is: 6. (4) Reactant: [NH:1]1[C:5]([NH:6][C:7]([N:9]([CH2:18][CH3:19])[NH:10]C(OC(C)(C)C)=O)=[O:8])=[N:4][N:3]=[N:2]1. Product: [CH2:18]([N:9]([C:7]([NH:6][C:5]1[NH:4][N:3]=[N:2][N:1]=1)=[O:8])[NH2:10])[CH3:19]. The catalyst class is: 601. (5) Reactant: ON1C2C=CC=CC=2N=N1.[NH:11]1[CH2:16][CH2:15][CH2:14][CH:13]([C:17]2[C:25]3[C:20](=[CH:21][CH:22]=[CH:23][CH:24]=3)[NH:19][CH:18]=2)[CH2:12]1.CN1CCOCC1.[CH3:33][N:34]([CH3:51])[C:35]1([C:45]2[CH:50]=[CH:49][CH:48]=[CH:47][CH:46]=2)[CH2:40][CH2:39][C:38](=[CH:41][C:42](O)=[O:43])[CH2:37][CH2:36]1.C1(N=C=NC2CCCCC2)CCCCC1.C(NC1CCCCC1)(NC1CCCCC1)=O.[OH-].[Na+]. Product: [CH3:51][N:34]([CH3:33])[C:35]1([C:45]2[CH:46]=[CH:47][CH:48]=[CH:49][CH:50]=2)[CH2:40][CH2:39][C:38](=[CH:41][C:42]([N:11]2[CH2:16][CH2:15][CH2:14][CH:13]([C:17]3[C:25]4[C:20](=[CH:21][CH:22]=[CH:23][CH:24]=4)[NH:19][CH:18]=3)[CH2:12]2)=[O:43])[CH2:37][CH2:36]1. The catalyst class is: 35. (6) The catalyst class is: 14. Reactant: [CH3:1][O:2][C:3]1[CH:4]=[C:5]([CH:12]=[CH:13][C:14]=1[N+:15]([O-])=O)[C:6]([O:8][CH2:9][CH:10]=[CH2:11])=[O:7].Cl[Sn]Cl. Product: [NH2:15][C:14]1[CH:13]=[CH:12][C:5]([C:6]([O:8][CH2:9][CH:10]=[CH2:11])=[O:7])=[CH:4][C:3]=1[O:2][CH3:1].